Dataset: Reaction yield outcomes from USPTO patents with 853,638 reactions. Task: Predict the reaction yield, written as a fraction of the theoretical maximum amount of product (1.0 means a 100% yield; for example, 0.34 means a 34% yield). The reactants are [N-:1]=[N+]=[N-].[Na+].[Br:5][C:6]1[CH:7]=[C:8]2[C:12](=[CH:13][CH:14]=1)[C:11](=[O:15])[CH2:10][CH2:9]2.CS(O)(=O)=O.[OH-].[Na+]. The catalyst is ClCCl. The product is [Br:5][C:6]1[CH:7]=[C:8]2[C:12](=[CH:13][CH:14]=1)[C:11](=[O:15])[NH:1][CH2:10][CH2:9]2. The yield is 0.600.